Dataset: Catalyst prediction with 721,799 reactions and 888 catalyst types from USPTO. Task: Predict which catalyst facilitates the given reaction. (1) Reactant: C(O[Si:4](OCC)(OCC)[C:5]1[CH:6]=[CH:7][C:8]2[N:9](C)[C:10]3[C:15]([C:16]=2[CH:17]=1)=[CH:14][C:13]([Si](OCC)(OCC)OCC)=[CH:12][CH:11]=3)C.C([Mg]Br)C=C.Cl. Product: [CH:7]1[C:8]2[NH:9][C:10]3[C:15](=[CH:14][CH:13]=[CH:12][CH:11]=3)[C:16]=2[CH:17]=[CH:5][CH:6]=1.[SiH4:4]. The catalyst class is: 28. (2) Reactant: [Br:1][C:2]1[CH:3]=[CH:4][C:5]2[C:6]3[CH2:14][N:13]([C:15]([O:17][C:18]([CH3:21])([CH3:20])[CH3:19])=[O:16])[CH:12]([CH3:22])[CH2:11][C:7]=3[NH:8][C:9]=2[CH:10]=1.[H-].[Na+].[CH3:25]I.O. Product: [Br:1][C:2]1[CH:3]=[CH:4][C:5]2[C:6]3[CH2:14][N:13]([C:15]([O:17][C:18]([CH3:21])([CH3:20])[CH3:19])=[O:16])[CH:12]([CH3:22])[CH2:11][C:7]=3[N:8]([CH3:25])[C:9]=2[CH:10]=1. The catalyst class is: 3. (3) Reactant: [CH3:1][O:2][C:3]1[CH:4]=[C:5]([CH2:9][C:10](Cl)=[O:11])[CH:6]=[CH:7][CH:8]=1.[NH2:13][C:14]1[CH:19]=[CH:18][CH:17]=[CH:16][CH:15]=1.O. Product: [CH3:1][O:2][C:3]1[CH:4]=[C:5]([CH2:9][C:10]([NH:13][C:14]2[CH:19]=[CH:18][CH:17]=[CH:16][CH:15]=2)=[O:11])[CH:6]=[CH:7][CH:8]=1. The catalyst class is: 13.